From a dataset of Reaction yield outcomes from USPTO patents with 853,638 reactions. Predict the reaction yield, written as a fraction of the theoretical maximum amount of product (1.0 means a 100% yield; for example, 0.34 means a 34% yield). The reactants are [Br:1][C:2]1[N:7]=[C:6]([CH:8]=[O:9])[CH:5]=[CH:4][CH:3]=1.[BH4-].[Na+]. The catalyst is CO. The product is [Br:1][C:2]1[N:7]=[C:6]([CH2:8][OH:9])[CH:5]=[CH:4][CH:3]=1. The yield is 0.970.